Task: Predict which catalyst facilitates the given reaction.. Dataset: Catalyst prediction with 721,799 reactions and 888 catalyst types from USPTO (1) Reactant: [CH3:1][O:2][C:3](=[O:12])[CH2:4][C:5]1[CH:10]=[CH:9][C:8]([OH:11])=[CH:7][CH:6]=1.C([O-])([O-])=O.[K+].[K+].[CH2:19](Cl)[C:20]1[CH:25]=[CH:24][CH:23]=[CH:22][CH:21]=1. Product: [CH3:1][O:2][C:3](=[O:12])[CH2:4][C:5]1[CH:10]=[CH:9][C:8]([O:11][CH2:19][C:20]2[CH:25]=[CH:24][CH:23]=[CH:22][CH:21]=2)=[CH:7][CH:6]=1. The catalyst class is: 3. (2) Reactant: [OH:1][C:2]1[C:7]2[C@@:8]3([OH:45])[C@@:21]([O:25][CH3:26])([C@H:22]([OH:24])[CH2:23][C:6]=2[CH:5]=[C:4]([CH3:46])[C:3]=1[C:47](O)=[O:48])[C:20](=[O:27])[C:19]1[C:10](=[CH:11][C:12]2[C:13](=[O:43])[C:14]([NH:30][CH:31]4[C@H:36]([O:37][CH3:38])[C@H:35]([OH:39])[C@@H:34]([O:40][CH3:41])[C@H:33]([CH3:42])[O:32]4)=[CH:15][C:16](=[O:29])[C:17]=2[C:18]=1[OH:28])[C:9]3=[O:44].O.O[N:52]1C2C=CC=CC=2N=N1.N. Product: [OH:1][C:2]1[C:7]2[C:8]3([OH:45])[C:21]([O:25][CH3:26])([CH:22]([OH:24])[CH2:23][C:6]=2[CH:5]=[C:4]([CH3:46])[C:3]=1[C:47]([NH2:52])=[O:48])[C:20](=[O:27])[C:19]1[C:10](=[CH:11][C:12]2[C:13](=[O:43])[C:14]([NH:30][C@@H:31]4[CH:36]([O:37][CH3:38])[C@H:35]([OH:39])[C@@H:34]([O:40][CH3:41])[C@H:33]([CH3:42])[O:32]4)=[CH:15][C:16](=[O:29])[C:17]=2[C:18]=1[OH:28])[C:9]3=[O:44]. The catalyst class is: 123.